From a dataset of NCI-60 drug combinations with 297,098 pairs across 59 cell lines. Regression. Given two drug SMILES strings and cell line genomic features, predict the synergy score measuring deviation from expected non-interaction effect. Drug 1: C1=NC(=NC(=O)N1C2C(C(C(O2)CO)O)O)N. Synergy scores: CSS=7.78, Synergy_ZIP=-1.66, Synergy_Bliss=0.765, Synergy_Loewe=-4.40, Synergy_HSA=-0.877. Cell line: UACC-257. Drug 2: C1CC(=O)NC(=O)C1N2C(=O)C3=CC=CC=C3C2=O.